This data is from Peptide-MHC class I binding affinity with 185,985 pairs from IEDB/IMGT. The task is: Regression. Given a peptide amino acid sequence and an MHC pseudo amino acid sequence, predict their binding affinity value. This is MHC class I binding data. (1) The peptide sequence is VGNCYVKF. The MHC is Mamu-B52 with pseudo-sequence Mamu-B52. The binding affinity (normalized) is 0.887. (2) The peptide sequence is RSLIIVLLF. The MHC is HLA-B08:01 with pseudo-sequence HLA-B08:01. The binding affinity (normalized) is 0.365.